From a dataset of Retrosynthesis with 50K atom-mapped reactions and 10 reaction types from USPTO. Predict the reactants needed to synthesize the given product. Given the product CN[C@H]1CCN(c2ccc3c(NC(=O)CC4CCCCC4)c(Cl)ccc3n2)C1, predict the reactants needed to synthesize it. The reactants are: CN.CS(=O)(=O)O[C@@H]1CCN(c2ccc3c(NC(=O)CC4CCCCC4)c(Cl)ccc3n2)C1.